From a dataset of Full USPTO retrosynthesis dataset with 1.9M reactions from patents (1976-2016). Predict the reactants needed to synthesize the given product. (1) Given the product [OH-:19].[NH4+:1].[Cl:32][CH2:33][C:34]1[N:12]([CH2:13][CH2:14][CH2:15][CH2:16][NH:17][C:18](=[O:24])[O:19][C:20]([CH3:21])([CH3:23])[CH3:22])[C:11]2[C:10]3[N:9]=[CH:8][CH:7]=[CH:6][C:5]=3[N:4]=[CH:3][C:2]=2[N:1]=1, predict the reactants needed to synthesize it. The reactants are: [NH2:1][C:2]1[CH:3]=[N:4][C:5]2[C:10]([C:11]=1[NH:12][CH2:13][CH2:14][CH2:15][CH2:16][NH:17][C:18](=[O:24])[O:19][C:20]([CH3:23])([CH3:22])[CH3:21])=[N:9][CH:8]=[CH:7][CH:6]=2.C(N(CC)CC)C.[Cl:32][CH2:33][C:34](Cl)=O.ClCCCl. (2) Given the product [Br:22][C:23]1[N:28]=[C:27]([C:29]([NH:14][C:9]2[CH:10]=[CH:11][CH:12]=[CH:13][C:8]=2[NH:7][C:1]2[CH:2]=[CH:3][CH:4]=[CH:5][CH:6]=2)=[O:30])[CH:26]=[CH:25][CH:24]=1, predict the reactants needed to synthesize it. The reactants are: [C:1]1([NH:7][C:8]2[CH:13]=[CH:12][CH:11]=[CH:10][C:9]=2[NH2:14])[CH:6]=[CH:5][CH:4]=[CH:3][CH:2]=1.CN1CCCC1=O.[Br:22][C:23]1[N:28]=[C:27]([C:29](Cl)=[O:30])[CH:26]=[CH:25][CH:24]=1.CN1CCCC1=O. (3) Given the product [CH:23]1([N:22]2[C:21]3[CH:29]=[CH:30][C:31]([C:33]([OH:35])=[O:34])=[CH:32][C:20]=3[N:19]=[C:18]2[C:13]2[CH:14]=[C:15]3[C:10](=[CH:11][CH:12]=2)[N:9]=[C:8]([C:6]2[CH:7]=[CH:2][NH:37][CH:5]=2)[CH:17]=[CH:16]3)[CH2:24][CH2:25][CH2:26][CH2:27][CH2:28]1, predict the reactants needed to synthesize it. The reactants are: Br[C:2]1C=C[C:5](O)=[C:6]([C:8]2[CH:17]=[CH:16][C:15]3[C:10](=[CH:11][CH:12]=[C:13]([C:18]4[N:22]([CH:23]5[CH2:28][CH2:27][CH2:26][CH2:25][CH2:24]5)[C:21]5[CH:29]=[CH:30][C:31]([C:33]([OH:35])=[O:34])=[CH:32][C:20]=5[N:19]=4)[CH:14]=3)[N:9]=2)[CH:7]=1.[NH:37]1C=CC(C(=O)C)=C1.[OH-].[K+]. (4) The reactants are: [Cl:1][C:2]1[CH:3]=[C:4]([CH:8]([O:19][CH2:20][CH2:21][NH:22][C:23]([O:25][CH3:26])=[O:24])[C:9]2[CH:10]=[C:11]([CH:16]=[CH:17][CH:18]=2)[C:12]([O:14]C)=[O:13])[CH:5]=[CH:6][CH:7]=1.[Li+].[OH-].O.Cl. Given the product [Cl:1][C:2]1[CH:3]=[C:4]([CH:8]([O:19][CH2:20][CH2:21][NH:22][C:23]([O:25][CH3:26])=[O:24])[C:9]2[CH:10]=[C:11]([CH:16]=[CH:17][CH:18]=2)[C:12]([OH:14])=[O:13])[CH:5]=[CH:6][CH:7]=1, predict the reactants needed to synthesize it.